Dataset: Retrosynthesis with 50K atom-mapped reactions and 10 reaction types from USPTO. Task: Predict the reactants needed to synthesize the given product. (1) Given the product CC1(C)OB(c2cc(N)ccc2Cl)OC1(C)C, predict the reactants needed to synthesize it. The reactants are: CC1(C)OB(B2OC(C)(C)C(C)(C)O2)OC1(C)C.Nc1ccc(Cl)c(I)c1. (2) Given the product c1ccc2ncc(Nc3ncnc4c3CN(Cc3ccncc3)C4)cc2c1, predict the reactants needed to synthesize it. The reactants are: O=Cc1ccncc1.c1ccc2ncc(Nc3ncnc4c3CNC4)cc2c1. (3) Given the product O=C1N(c2ccc(OC(F)(F)F)cc2)CCC12CCN(S(=O)(=O)c1ccccc1Cl)CC2O, predict the reactants needed to synthesize it. The reactants are: O=C1CN(S(=O)(=O)c2ccccc2Cl)CCC12CCN(c1ccc(OC(F)(F)F)cc1)C2=O. (4) Given the product Cc1[nH]nc2c1c(=O)n(CCCN)c1ccc(CCCO)cc21, predict the reactants needed to synthesize it. The reactants are: Cc1[nH]nc2c1c(=O)n(CCCN)c1ccc(C#CCO)cc21. (5) Given the product Brc1ccc(OCc2ccccc2)cn1, predict the reactants needed to synthesize it. The reactants are: OCc1ccccc1.Oc1ccc(Br)nc1. (6) Given the product COc1cccc2ccc(-c3nnc4ccc([C@@H](N5CC[C@H](N(CCF)C(=O)OC(C)(C)C)C5)C(F)(F)F)cn34)nc12, predict the reactants needed to synthesize it. The reactants are: CC(C)(C)OC(=O)N(CCF)[C@H]1CCN([C@H](c2ccc(NN)nc2)C(F)(F)F)C1.COc1cccc2ccc(C=O)nc12. (7) Given the product C/C=C/c1cc(C(=O)O)c(F)cc1OCC12CC3CC(CC(C3)C1)C2, predict the reactants needed to synthesize it. The reactants are: C/C=C/c1cc(C(=O)OC(C)(C)C)c(F)cc1OCC12CC3CC(CC(C3)C1)C2. (8) Given the product CC(C)(C)OC(=O)n1cc(C=O)c2cc(-n3cncn3)ncc21, predict the reactants needed to synthesize it. The reactants are: CC(C)(C)OC(=O)OC(=O)OC(C)(C)C.O=Cc1c[nH]c2cnc(-n3cncn3)cc12. (9) Given the product CCOC(=O)CNc1ccc(-c2cc(=O)c3c(OC)c(OC)c(OC)cc3o2)cc1, predict the reactants needed to synthesize it. The reactants are: CCOC(=O)CBr.COc1cc2oc(-c3ccc(N)cc3)cc(=O)c2c(OC)c1OC. (10) Given the product CCc1ccc(-c2c(-c3ccccc3F)oc3ncnc(O[C@H](C)CCCCC(=O)OC(C)(C)C)c23)cc1, predict the reactants needed to synthesize it. The reactants are: CCc1ccc(-c2c(-c3ccccc3F)oc3ncnc(Cl)c23)cc1.C[C@@H](O)CCCCC(=O)OC(C)(C)C.